This data is from Reaction yield outcomes from USPTO patents with 853,638 reactions. The task is: Predict the reaction yield, written as a fraction of the theoretical maximum amount of product (1.0 means a 100% yield; for example, 0.34 means a 34% yield). (1) The reactants are ClC(OC(Cl)=O)C.[CH2:8]([N:15]1[C:22](=[O:23])[CH:21]2[CH:17]([CH2:18][N:19](CC3C=CC=CC=3)[CH2:20]2)[C:16]1=[O:31])[C:9]1[CH:14]=[CH:13][CH:12]=[CH:11][CH:10]=1. The catalyst is ClCCl. The product is [CH2:8]([N:15]1[C:16](=[O:31])[CH:17]2[CH:21]([CH2:20][NH:19][CH2:18]2)[C:22]1=[O:23])[C:9]1[CH:10]=[CH:11][CH:12]=[CH:13][CH:14]=1. The yield is 0.900. (2) The catalyst is C(O)C. The yield is 0.960. The product is [O:20]1[C:21]2[CH:22]=[CH:23][C:15]([CH2:14][NH:24][C:10]3[C:9]4[C:4](=[CH:5][CH:6]=[C:7]([Cl:13])[CH:8]=4)[N:3]=[C:2]([Cl:1])[N:11]=3)=[CH:16][C:17]=2[O:18][CH2:19]1. The reactants are [Cl:1][C:2]1[N:11]=[C:10](Cl)[C:9]2[C:4](=[CH:5][CH:6]=[C:7]([Cl:13])[CH:8]=2)[N:3]=1.[CH2:14]([NH2:24])[C:15]1[CH:23]=[CH:22][C:21]2[O:20][CH2:19][O:18][C:17]=2[CH:16]=1. (3) The yield is 0.0500. The reactants are [F:1][C:2]1[CH:7]=[CH:6][C:5]([CH:8]2[CH:17]([C:18]3[N:19]([CH3:27])[C:20]4[CH:25]=[CH:24][N:23]=[CH:22][C:21]=4[N:26]=3)[C:16](=O)[C:15]3[C:14]([C:29]([O:31]CC)=O)=[CH:13][CH:12]=[CH:11][C:10]=3[NH:9]2)=[CH:4][CH:3]=1.O.[NH2:35][NH2:36]. The product is [F:1][C:2]1[CH:3]=[CH:4][C:5]([CH:8]2[NH:9][C:10]3[C:15]4[C:16](=[N:35][NH:36][C:29](=[O:31])[C:14]=4[CH:13]=[CH:12][CH:11]=3)[CH:17]2[C:18]2[N:19]([CH3:27])[C:20]3[CH:25]=[CH:24][N:23]=[CH:22][C:21]=3[N:26]=2)=[CH:6][CH:7]=1. The catalyst is CO. (4) The reactants are [OH:1][CH2:2][CH2:3][CH:4]1[CH2:8][N:7]([CH2:9][C:10]2[CH:19]=[CH:18][C:17]3[C:12](=[CH:13][CH:14]=[CH:15][CH:16]=3)[CH:11]=2)[C:6](=[O:20])[N:5]1[CH2:21][C:22]1[CH:27]=[CH:26][C:25]([O:28][CH3:29])=[CH:24][CH:23]=1.N1C=CC=CC=1.[C:36]1([CH3:56])[CH:41]=[CH:40][C:39]([S:42](O[S:42]([C:39]2[CH:40]=[CH:41][C:36]([CH3:56])=[CH:37][CH:38]=2)(=[O:44])=[O:43])(=[O:44])=[O:43])=[CH:38][CH:37]=1.N#N. The catalyst is C(Cl)Cl. The product is [CH3:29][O:28][C:25]1[CH:26]=[CH:27][C:22]([CH2:21][N:5]2[CH:4]([CH2:3][CH2:2][O:1][S:42]([C:39]3[CH:40]=[CH:41][C:36]([CH3:56])=[CH:37][CH:38]=3)(=[O:44])=[O:43])[CH2:8][N:7]([CH2:9][C:10]3[CH:19]=[CH:18][C:17]4[C:12](=[CH:13][CH:14]=[CH:15][CH:16]=4)[CH:11]=3)[C:6]2=[O:20])=[CH:23][CH:24]=1. The yield is 0.950. (5) The reactants are [O:1]1[C:5]2[CH:6]=[CH:7][C:8]([C:10]3[CH:15]=[CH:14][C:13]([C:16]4[N:21]=[C:20]([O:22][CH2:23][CH2:24][CH2:25][CH2:26][C:27]([CH3:42])([CH3:41])[C:28]([NH:30][S:31]([C:34]5[CH:35]=[N:36][C:37](Cl)=[CH:38][CH:39]=5)(=[O:33])=[O:32])=[O:29])[CH:19]=[CH:18][CH:17]=4)=[CH:12][CH:11]=3)=[CH:9][C:4]=2[O:3][CH2:2]1.C(O)C.O.[NH2:47][NH2:48]. No catalyst specified. The product is [O:1]1[C:5]2[CH:6]=[CH:7][C:8]([C:10]3[CH:15]=[CH:14][C:13]([C:16]4[N:21]=[C:20]([O:22][CH2:23][CH2:24][CH2:25][CH2:26][C:27]([CH3:42])([CH3:41])[C:28]([NH:30][S:31]([C:34]5[CH:35]=[N:36][C:37]([NH:47][NH2:48])=[CH:38][CH:39]=5)(=[O:33])=[O:32])=[O:29])[CH:19]=[CH:18][CH:17]=4)=[CH:12][CH:11]=3)=[CH:9][C:4]=2[O:3][CH2:2]1. The yield is 0.550.